Dataset: Forward reaction prediction with 1.9M reactions from USPTO patents (1976-2016). Task: Predict the product of the given reaction. (1) Given the reactants [Br:1][CH2:2][C:3]([C:5]1[CH:10]=[CH:9][C:8]([Cl:11])=[C:7]([Cl:12])[CH:6]=1)=[O:4].B(Cl)([C@@H]1[C@@H](C)[C@H]2C(C)(C)[C@H](C2)C1)[C@@H]1[C@@H](C)[C@H]2C(C)(C)[C@H](C2)C1, predict the reaction product. The product is: [Br:1][CH2:2][CH:3]([C:5]1[CH:10]=[CH:9][C:8]([Cl:11])=[C:7]([Cl:12])[CH:6]=1)[OH:4]. (2) Given the reactants C1C=CC(P(C2C=CC3C(=CC=CC=3)C=2C2C3C(=CC=CC=3)C=CC=2P(C2C=CC=CC=2)C2C=CC=CC=2)C2C=CC=CC=2)=CC=1.I[C:48]1[C:49]2[C:50](=[CH:54][N:55]([CH2:57][C:58]3[CH:63]=[CH:62][C:61]([O:64][CH3:65])=[CH:60][CH:59]=3)[N:56]=2)[N:51]=[CH:52][CH:53]=1.[Cl:66][C:67]1[CH:68]=[CH:69][C:70]([F:80])=[C:71]([C:73]2[CH:78]=[C:77]([NH2:79])[CH:76]=[CH:75][N:74]=2)[CH:72]=1.CC([O-])(C)C.[Na+], predict the reaction product. The product is: [Cl:66][C:67]1[CH:68]=[CH:69][C:70]([F:80])=[C:71]([C:73]2[CH:78]=[C:77]([NH:79][C:48]3[C:49]4[C:50](=[CH:54][N:55]([CH2:57][C:58]5[CH:63]=[CH:62][C:61]([O:64][CH3:65])=[CH:60][CH:59]=5)[N:56]=4)[N:51]=[CH:52][CH:53]=3)[CH:76]=[CH:75][N:74]=2)[CH:72]=1.[Cl:66][C:67]1[CH:68]=[CH:69][C:70]([F:80])=[C:71]([C:73]2[CH:78]=[C:77]([NH:79][C:48]3[CH:53]=[CH:52][N:51]=[C:50]4[CH:49]=[N:56][N:55]([CH2:57][C:58]5[CH:59]=[CH:60][C:61]([O:64][CH3:65])=[CH:62][CH:63]=5)[C:54]=34)[CH:76]=[CH:75][N:74]=2)[CH:72]=1.